Task: Predict which catalyst facilitates the given reaction.. Dataset: Catalyst prediction with 721,799 reactions and 888 catalyst types from USPTO (1) Reactant: [CH3:1][C:2]1[CH:3]=[CH:4][CH:5]=[C:6]2[C:11]=1[N:10]=[CH:9][NH:8][C:7]2=[O:12].[O:13]1[C:15]2([CH2:20][CH2:19][N:18]([C:21]([O:23][C:24]([CH3:27])([CH3:26])[CH3:25])=[O:22])[CH2:17][CH2:16]2)[CH2:14]1.C(=O)([O-])[O-].[Cs+].[Cs+]. Product: [OH:13][C:15]1([CH2:14][N:8]2[C:7](=[O:12])[C:6]3[C:11](=[C:2]([CH3:1])[CH:3]=[CH:4][CH:5]=3)[N:10]=[CH:9]2)[CH2:16][CH2:17][N:18]([C:21]([O:23][C:24]([CH3:27])([CH3:26])[CH3:25])=[O:22])[CH2:19][CH2:20]1. The catalyst class is: 39. (2) Reactant: C(=O)([O-])[O-].[K+].[K+].S(C1C=CC(C)=CC=1)(O)(=O)=O.[CH2:18]([O:25][C:26](=[O:32])[C@H:27]([CH:29]([CH3:31])[CH3:30])[NH2:28])[C:19]1[CH:24]=[CH:23][CH:22]=[CH:21][CH:20]=1.Br[CH2:34][C:35]1[CH:40]=[CH:39][C:38]([C:41]2[CH:46]=[CH:45][CH:44]=[CH:43][C:42]=2[C:47]#[N:48])=[CH:37][CH:36]=1.[Cl:49]CCl. Product: [ClH:49].[CH2:18]([O:25][C:26](=[O:32])[C@H:27]([CH:29]([CH3:30])[CH3:31])[NH:28][CH2:34][C:35]1[CH:36]=[CH:37][C:38]([C:41]2[CH:46]=[CH:45][CH:44]=[CH:43][C:42]=2[C:47]#[N:48])=[CH:39][CH:40]=1)[C:19]1[CH:24]=[CH:23][CH:22]=[CH:21][CH:20]=1. The catalyst class is: 568. (3) Reactant: C([N:8]1[CH2:13][CH2:12][N:11]([C:14]2[CH:23]=[CH:22][C:21]3[C:16](=[C:17]([O:24][CH2:25][CH3:26])[CH:18]=[CH:19][CH:20]=3)[CH:15]=2)[CH2:10][CH2:9]1)C1C=CC=CC=1.[H][H]. Product: [CH2:25]([O:24][C:17]1[CH:18]=[CH:19][CH:20]=[C:21]2[C:16]=1[CH:15]=[C:14]([N:11]1[CH2:10][CH2:9][NH:8][CH2:13][CH2:12]1)[CH:23]=[CH:22]2)[CH3:26]. The catalyst class is: 29. (4) Reactant: C(O)C.[O:4]([C:11]1[CH:31]=[CH:30][C:14]2[CH:15]=[C:16]([CH2:18][N:19]3C(=O)C4C(=CC=CC=4)C3=O)[O:17][C:13]=2[CH:12]=1)[C:5]1[CH:10]=[CH:9][CH:8]=[CH:7][CH:6]=1.O.NN. Product: [O:4]([C:11]1[CH:31]=[CH:30][C:14]2[CH:15]=[C:16]([CH2:18][NH2:19])[O:17][C:13]=2[CH:12]=1)[C:5]1[CH:6]=[CH:7][CH:8]=[CH:9][CH:10]=1. The catalyst class is: 6. (5) Reactant: [O:1]=[C:2]1[CH:11]=[CH:10][C:9]2[C:4](=[CH:5][C:6]([C:12]#[N:13])=[CH:7][CH:8]=2)[NH:3]1.[H-].[Na+].[C:16]([O:20][C:21]([NH:23][C@@H:24]1[CH2:29][CH2:28][N:27]([CH2:30][CH2:31]CS([O-])(=O)=O)[CH2:26][C@@H:25]1[F:37])=[O:22])([CH3:19])([CH3:18])[CH3:17]. Product: [C:12]([C:6]1[CH:5]=[C:4]2[C:9]([CH:10]=[CH:11][C:2](=[O:1])[N:3]2[CH2:31][CH2:30][N:27]2[CH2:28][CH2:29][C@@H:24]([NH:23][C:21](=[O:22])[O:20][C:16]([CH3:18])([CH3:17])[CH3:19])[C@@H:25]([F:37])[CH2:26]2)=[CH:8][CH:7]=1)#[N:13]. The catalyst class is: 18. (6) Reactant: [CH:1]1(/[CH:6]=[C:7]2/[C:8](=O)[C:9]3[CH:10]=[CH:11][C:12]([C:17]([O:19][CH2:20][CH3:21])=[O:18])=[N:13][C:14]=3[CH2:15][CH2:16]/2)[CH2:5][CH2:4][CH2:3][CH2:2]1.Cl.[Cl:24][C:25]1[CH:32]=[C:31]([NH:33][NH2:34])[CH:30]=[CH:29][C:26]=1[C:27]#[N:28]. Product: [Cl:24][C:25]1[CH:32]=[C:31]([N:33]2[CH:6]([CH:1]3[CH2:5][CH2:4][CH2:3][CH2:2]3)[CH:7]3[C:8]([C:9]4[CH:10]=[CH:11][C:12]([C:17]([O:19][CH2:20][CH3:21])=[O:18])=[N:13][C:14]=4[CH2:15][CH2:16]3)=[N:34]2)[CH:30]=[CH:29][C:26]=1[C:27]#[N:28]. The catalyst class is: 8.